From a dataset of NCI-60 drug combinations with 297,098 pairs across 59 cell lines. Regression. Given two drug SMILES strings and cell line genomic features, predict the synergy score measuring deviation from expected non-interaction effect. (1) Drug 1: CCC1=C2CN3C(=CC4=C(C3=O)COC(=O)C4(CC)O)C2=NC5=C1C=C(C=C5)O. Drug 2: C1CN(P(=O)(OC1)NCCCl)CCCl. Cell line: EKVX. Synergy scores: CSS=7.90, Synergy_ZIP=-2.53, Synergy_Bliss=-0.519, Synergy_Loewe=-1.07, Synergy_HSA=-1.02. (2) Drug 1: CN1CCC(CC1)COC2=C(C=C3C(=C2)N=CN=C3NC4=C(C=C(C=C4)Br)F)OC. Drug 2: CC12CCC(CC1=CCC3C2CCC4(C3CC=C4C5=CN=CC=C5)C)O. Cell line: HOP-62. Synergy scores: CSS=7.69, Synergy_ZIP=-1.20, Synergy_Bliss=5.31, Synergy_Loewe=3.64, Synergy_HSA=3.84. (3) Synergy scores: CSS=54.3, Synergy_ZIP=4.14, Synergy_Bliss=4.21, Synergy_Loewe=-15.7, Synergy_HSA=4.92. Drug 2: CC1C(C(CC(O1)OC2CC(CC3=C2C(=C4C(=C3O)C(=O)C5=C(C4=O)C(=CC=C5)OC)O)(C(=O)CO)O)N)O.Cl. Drug 1: CC12CCC3C(C1CCC2OP(=O)(O)O)CCC4=C3C=CC(=C4)OC(=O)N(CCCl)CCCl.[Na+]. Cell line: MOLT-4. (4) Drug 1: CS(=O)(=O)C1=CC(=C(C=C1)C(=O)NC2=CC(=C(C=C2)Cl)C3=CC=CC=N3)Cl. Drug 2: CC1OCC2C(O1)C(C(C(O2)OC3C4COC(=O)C4C(C5=CC6=C(C=C35)OCO6)C7=CC(=C(C(=C7)OC)O)OC)O)O. Cell line: IGROV1. Synergy scores: CSS=26.8, Synergy_ZIP=1.16, Synergy_Bliss=2.10, Synergy_Loewe=-9.01, Synergy_HSA=2.45. (5) Drug 1: CC1=C(C=C(C=C1)NC2=NC=CC(=N2)N(C)C3=CC4=NN(C(=C4C=C3)C)C)S(=O)(=O)N.Cl. Drug 2: C1CN(P(=O)(OC1)NCCCl)CCCl. Cell line: UACC62. Synergy scores: CSS=5.61, Synergy_ZIP=-0.345, Synergy_Bliss=3.51, Synergy_Loewe=2.96, Synergy_HSA=3.19. (6) Drug 1: C1C(C(OC1N2C=C(C(=O)NC2=O)F)CO)O. Drug 2: CNC(=O)C1=NC=CC(=C1)OC2=CC=C(C=C2)NC(=O)NC3=CC(=C(C=C3)Cl)C(F)(F)F. Cell line: UACC62. Synergy scores: CSS=12.8, Synergy_ZIP=-5.44, Synergy_Bliss=-0.517, Synergy_Loewe=-21.6, Synergy_HSA=-1.39. (7) Drug 1: CC(C)CN1C=NC2=C1C3=CC=CC=C3N=C2N. Drug 2: C1C(C(OC1N2C=NC3=C2NC=NCC3O)CO)O. Cell line: SN12C. Synergy scores: CSS=3.72, Synergy_ZIP=0.460, Synergy_Bliss=1.96, Synergy_Loewe=0.996, Synergy_HSA=-1.16.